The task is: Regression/Classification. Given a drug SMILES string, predict its absorption, distribution, metabolism, or excretion properties. Task type varies by dataset: regression for continuous measurements (e.g., permeability, clearance, half-life) or binary classification for categorical outcomes (e.g., BBB penetration, CYP inhibition). For this dataset (solubility_aqsoldb), we predict Y.. This data is from Aqueous solubility values for 9,982 compounds from the AqSolDB database. The molecule is O=S(=O)([O-])c1cc(Nc2nc(Nc3ccccc3)nc(N3CCOCC3)n2)ccc1/C=C/c1ccc(Nc2nc(Nc3ccccc3)nc(N3CCOCC3)n2)cc1S(=O)(=O)[O-].[Na+].[Na+]. The Y is -2.71 log mol/L.